This data is from Forward reaction prediction with 1.9M reactions from USPTO patents (1976-2016). The task is: Predict the product of the given reaction. (1) Given the reactants Cl[C:2]1[C:11]2[C:10](=[O:12])[N:9]=[C:8]([C:13]3[CH:14]=[C:15]([S:23]([N:26]4[CH2:31][CH2:30][N:29]([CH2:32][CH3:33])[CH2:28][CH2:27]4)(=[O:25])=[O:24])[CH:16]=[CH:17][C:18]=3[O:19][CH2:20][CH2:21][CH3:22])[NH:7][C:6]=2[C:5]2=[CH:34][N:35](CC3C=CC(OC)=CC=3)[N:36]=[C:4]2[N:3]=1.C(O)(C(F)(F)F)=[O:47], predict the reaction product. The product is: [OH:47][C:2]1[C:11]2[C:10](=[O:12])[N:9]=[C:8]([C:13]3[CH:14]=[C:15]([S:23]([N:26]4[CH2:31][CH2:30][N:29]([CH2:32][CH3:33])[CH2:28][CH2:27]4)(=[O:24])=[O:25])[CH:16]=[CH:17][C:18]=3[O:19][CH2:20][CH2:21][CH3:22])[NH:7][C:6]=2[C:5]2=[CH:34][NH:35][N:36]=[C:4]2[N:3]=1. (2) Given the reactants [N:1]([CH:4]1[CH2:10][CH2:9][N:8]([C:11]([O:13][C:14]([CH3:17])([CH3:16])[CH3:15])=[O:12])[CH2:7][C:6](=[O:18])[CH2:5]1)=[N+:2]=[N-:3].[BH4-].[Na+], predict the reaction product. The product is: [N:1]([CH:4]1[CH2:10][CH2:9][N:8]([C:11]([O:13][C:14]([CH3:16])([CH3:15])[CH3:17])=[O:12])[CH2:7][CH:6]([OH:18])[CH2:5]1)=[N+:2]=[N-:3]. (3) Given the reactants [C:1]([O:5][C:6]([NH:8][CH2:9][CH2:10][NH2:11])=[O:7])([CH3:4])([CH3:3])[CH3:2].[Cl:12][C:13]1[CH:22]=[C:21]2[C:16]([C:17](=[O:29])[C:18]([C:26]([OH:28])=[O:27])=[CH:19][N:20]2[CH:23]2[CH2:25][CH2:24]2)=[CH:15][C:14]=1F.C(O)(=O)C, predict the reaction product. The product is: [C:1]([O:5][C:6]([NH:8][CH2:9][CH2:10][NH:11][C:14]1[CH:15]=[C:16]2[C:21](=[CH:22][C:13]=1[Cl:12])[N:20]([CH:23]1[CH2:25][CH2:24]1)[CH:19]=[C:18]([C:26]([OH:28])=[O:27])[C:17]2=[O:29])=[O:7])([CH3:4])([CH3:3])[CH3:2]. (4) Given the reactants [O:1]1[CH2:6][CH2:5][CH2:4][CH2:3][CH:2]1[O:7][C:8]1[CH:15]=[CH:14][C:11]([CH:12]=O)=[CH:10][CH:9]=1.[I:16][C:17]1[CH:23]=[CH:22][C:20]([NH2:21])=[CH:19][CH:18]=1.S([O-])([O-])(=O)=O.[Mg+2].[BH4-].[Na+], predict the reaction product. The product is: [I:16][C:17]1[CH:23]=[CH:22][C:20]([NH:21][CH2:12][C:11]2[CH:14]=[CH:15][C:8]([O:7][CH:2]3[CH2:3][CH2:4][CH2:5][CH2:6][O:1]3)=[CH:9][CH:10]=2)=[CH:19][CH:18]=1.